From a dataset of Forward reaction prediction with 1.9M reactions from USPTO patents (1976-2016). Predict the product of the given reaction. (1) Given the reactants [NH2:1][C:2]1[CH:7]=[CH:6][CH:5]=[CH:4][C:3]=1[NH:8][C:9](=O)[CH2:10][CH2:11][C:12]1[C:13]([O:30][CH3:31])=[C:14]2[C:18](=[C:19]([F:21])[CH:20]=1)[N:17]([CH2:22][CH3:23])[CH:16]=[C:15]2[CH2:24][C:25]([N:27]([CH3:29])[CH3:28])=[O:26].O.C([O-])(O)=O.[Na+], predict the reaction product. The product is: [NH:8]1[C:3]2[CH:4]=[CH:5][CH:6]=[CH:7][C:2]=2[N:1]=[C:9]1[CH2:10][CH2:11][C:12]1[C:13]([O:30][CH3:31])=[C:14]2[C:18](=[C:19]([F:21])[CH:20]=1)[N:17]([CH2:22][CH3:23])[CH:16]=[C:15]2[CH2:24][C:25]([N:27]([CH3:29])[CH3:28])=[O:26]. (2) Given the reactants [C:1]12([CH2:11][C:12](Cl)=[O:13])[CH2:10][CH:5]3[CH2:6][CH:7]([CH2:9][CH:3]([CH2:4]3)[CH2:2]1)[CH2:8]2.[NH2:15][N:16]1[C:21](=[O:22])[C:20]2[C:23]([C:27]3[CH:32]=[CH:31][CH:30]=[CH:29][CH:28]=3)=[C:24]([CH3:26])[S:25][C:19]=2[N:18]=[C:17]1[CH3:33], predict the reaction product. The product is: [C:1]12([CH2:11][C:12]([NH:15][N:16]3[C:21](=[O:22])[C:20]4[C:23]([C:27]5[CH:28]=[CH:29][CH:30]=[CH:31][CH:32]=5)=[C:24]([CH3:26])[S:25][C:19]=4[N:18]=[C:17]3[CH3:33])=[O:13])[CH2:10][CH:5]3[CH2:6][CH:7]([CH2:9][CH:3]([CH2:4]3)[CH2:2]1)[CH2:8]2. (3) Given the reactants Br[C:2]1[CH:20]=[CH:19][C:5]([C:6]([NH:8][C:9]2[CH:14]=[CH:13][CH:12]=[C:11]([C:15]([CH3:18])([CH3:17])[CH3:16])[CH:10]=2)=[O:7])=[CH:4][C:3]=1[F:21].C(OC([N:29]1[CH2:34][CH2:33][NH:32][CH2:31][CH2:30]1)=O)(C)(C)C.CC([O-])(C)C.[Na+].CC1(C)C2C(=C(P(C3C=CC=CC=3)C3C=CC=CC=3)C=CC=2)OC2C(P(C3C=CC=CC=3)C3C=CC=CC=3)=CC=CC1=2, predict the reaction product. The product is: [C:15]([C:11]1[CH:10]=[C:9]([NH:8][C:6](=[O:7])[C:5]2[CH:19]=[CH:20][C:2]([N:29]3[CH2:34][CH2:33][NH:32][CH2:31][CH2:30]3)=[C:3]([F:21])[CH:4]=2)[CH:14]=[CH:13][CH:12]=1)([CH3:18])([CH3:17])[CH3:16]. (4) Given the reactants [NH2:1][CH:2]([C:10]1[C:15]([O:16][CH3:17])=[CH:14][CH:13]=[CH:12][C:11]=1[O:18][CH3:19])[CH2:3][CH2:4][CH2:5][C:6]([O:8]C)=O.[N:20]1[N:21]([C:25]2[CH:26]=[C:27]([CH:30]=[CH:31][CH:32]=2)[CH:28]=O)[N:22]=[CH:23][CH:24]=1, predict the reaction product. The product is: [N:20]1[N:21]([C:25]2[CH:26]=[C:27]([CH:30]=[CH:31][CH:32]=2)[CH2:28][N:1]2[CH:2]([C:10]3[C:15]([O:16][CH3:17])=[CH:14][CH:13]=[CH:12][C:11]=3[O:18][CH3:19])[CH2:3][CH2:4][CH2:5][C:6]2=[O:8])[N:22]=[CH:23][CH:24]=1. (5) Given the reactants [O:1]=[C:2]1[C:11]2[C:6](=[CH:7][CH:8]=[CH:9][CH:10]=2)[CH2:5][CH2:4][N:3]1[CH:12]([CH:25]([OH:37])[CH2:26][NH:27][S:28]([C:31]1[CH:36]=[CH:35][CH:34]=[CH:33][CH:32]=1)(=[O:30])=[O:29])[CH:13]([NH:21][C:22]([CH3:24])=[O:23])[C:14]([O:16][C:17]([CH3:20])([CH3:19])[CH3:18])=[O:15].CC(OI1(OC(C)=O)(OC(C)=O)OC(=O)C2C=CC=CC1=2)=O, predict the reaction product. The product is: [O:1]=[C:2]1[C:11]2[C:6](=[CH:7][CH:8]=[CH:9][CH:10]=2)[CH2:5][CH2:4][N:3]1[CH:12]([C:25](=[O:37])[CH2:26][NH:27][S:28]([C:31]1[CH:36]=[CH:35][CH:34]=[CH:33][CH:32]=1)(=[O:30])=[O:29])[CH:13]([NH:21][C:22]([CH3:24])=[O:23])[C:14]([O:16][C:17]([CH3:20])([CH3:19])[CH3:18])=[O:15]. (6) Given the reactants [CH:1]([CH:3]=O)=[O:2].[CH2:5]([NH:7][CH2:8][C@H:9]([C:11]1[CH:16]=[CH:15][CH:14]=[CH:13][CH:12]=1)[OH:10])[CH3:6], predict the reaction product. The product is: [CH2:5]([N:7]1[CH2:8][C@H:9]([C:11]2[CH:16]=[CH:15][CH:14]=[CH:13][CH:12]=2)[O:10][C:1](=[O:2])[CH2:3]1)[CH3:6]. (7) Given the reactants [Cl:1][C:2]1[CH:7]=[CH:6][CH:5]=[C:4]([Cl:8])[C:3]=1[C:9]1[CH:13]=[C:12]([C:14]2[CH:19]=[CH:18][CH:17]=[C:16]([N+:20]([O-])=O)[CH:15]=2)[NH:11][N:10]=1.[Cl-].[NH4+], predict the reaction product. The product is: [Cl:8][C:4]1[CH:5]=[CH:6][CH:7]=[C:2]([Cl:1])[C:3]=1[C:9]1[CH:13]=[C:12]([C:14]2[CH:19]=[CH:18][CH:17]=[C:16]([NH2:20])[CH:15]=2)[NH:11][N:10]=1.